Predict the product of the given reaction. From a dataset of Forward reaction prediction with 1.9M reactions from USPTO patents (1976-2016). (1) Given the reactants [CH:1]1[CH:9]=[CH:8][CH:7]=[C:6]2[C:2]=1[C:3]1[CH2:14][CH2:13][CH2:12][CH2:11][C:10](=[O:15])[C:4]=1[NH:5]2.[CH3:16][N:17]([CH:19](N(C)C)N(C)C)[CH3:18].CN(C)C=O, predict the reaction product. The product is: [CH3:16][N:17]([CH:19]=[C:11]1[C:10](=[O:15])[C:4]2[NH:5][C:6]3[C:2]([C:3]=2[CH2:14][CH2:13][CH2:12]1)=[CH:1][CH:9]=[CH:8][CH:7]=3)[CH3:18]. (2) Given the reactants [NH2:1][C:2]1[CH:7]=[CH:6][C:5]([CH:8]2[CH2:13][C:12](=[O:14])[N:11]([CH3:15])[C:10](=[O:16])[CH2:9]2)=[CH:4][CH:3]=1.C1C(=O)N([Br:24])C(=O)C1, predict the reaction product. The product is: [NH2:1][C:2]1[CH:3]=[CH:4][C:5]([CH:8]2[CH2:9][C:10](=[O:16])[N:11]([CH3:15])[C:12](=[O:14])[CH2:13]2)=[CH:6][C:7]=1[Br:24]. (3) Given the reactants C(NC(C)C)(C)C.C(=O)=O.[Cl:11][CH:12]([Cl:17])[C:13]([O:15][CH3:16])=[O:14].[I:18][CH2:19][CH2:20][CH2:21]I.Cl, predict the reaction product. The product is: [I:18][CH2:19][CH2:20][CH2:21][C:12]([Cl:17])([Cl:11])[C:13]([O:15][CH3:16])=[O:14]. (4) Given the reactants [CH3:1][O:2][C:3]1[CH:17]=[CH:16][C:6]([CH2:7][S:8][C:9]2[CH:14]=[CH:13][N:12]=[C:11](Cl)[CH:10]=2)=[CH:5][CH:4]=1.[C:18]1([C:24]([C:26]2[CH:31]=[CH:30][CH:29]=[CH:28][CH:27]=2)=[NH:25])[CH:23]=[CH:22][CH:21]=[CH:20][CH:19]=1.C1C=CC(P(C2C=CC3C(=CC=CC=3)C=2C2C3C(=CC=CC=3)C=CC=2P(C2C=CC=CC=2)C2C=CC=CC=2)C2C=CC=CC=2)=CC=1.CC([O-])(C)C.[Na+], predict the reaction product. The product is: [CH3:1][O:2][C:3]1[CH:17]=[CH:16][C:6]([CH2:7][S:8][C:9]2[CH:14]=[CH:13][N:12]=[C:11]([N:25]=[C:24]([C:18]3[CH:23]=[CH:22][CH:21]=[CH:20][CH:19]=3)[C:26]3[CH:31]=[CH:30][CH:29]=[CH:28][CH:27]=3)[CH:10]=2)=[CH:5][CH:4]=1. (5) The product is: [CH3:1][O:2][CH2:3][C@H:4]([CH3:32])[O:5][C:6]1[CH:7]=[C:8]([CH:19]=[C:20]([C:22]2[NH:23][C:24]([C:27]3[S:28][CH:29]=[CH:30][N:31]=3)=[CH:25][CH:26]=2)[CH:21]=1)[O:9][C:10]1[CH:17]=[CH:16][C:13]([C:14]([OH:41])=[O:15])=[CH:12][C:11]=1[CH3:18]. Given the reactants [CH3:1][O:2][CH2:3][C@H:4]([CH3:32])[O:5][C:6]1[CH:7]=[C:8]([CH:19]=[C:20]([C:22]2[NH:23][C:24]([C:27]3[S:28][CH:29]=[CH:30][N:31]=3)=[CH:25][CH:26]=2)[CH:21]=1)[O:9][C:10]1[CH:17]=[CH:16][C:13]([CH:14]=[O:15])=[CH:12][C:11]=1[CH3:18].CC(=CC)C.O.O.P([O-])(O)(O)=[O:41].[Na+].Cl([O-])=O.[Na+].S([O-])(O)=O.[Na+], predict the reaction product. (6) The product is: [CH:8]([NH:11][C:12]([N:19]1[C:15]([CH3:14])=[CH:16][C:17]([O:20][C:21]2[CH:26]=[CH:25][CH:24]=[C:23]([C:27]([F:28])([F:29])[F:30])[CH:22]=2)=[N:18]1)=[O:13])([CH3:10])[CH3:9]. Given the reactants C(N(CC)CC)C.[CH:8]([N:11]=[C:12]=[O:13])([CH3:10])[CH3:9].[CH3:14][C:15]1[NH:19][N:18]=[C:17]([O:20][C:21]2[CH:26]=[CH:25][CH:24]=[C:23]([C:27]([F:30])([F:29])[F:28])[CH:22]=2)[CH:16]=1.Cl, predict the reaction product. (7) Given the reactants CS(C)=O.[CH2:5]([O:7][CH2:8][CH2:9][O:10][C:11]1[CH:19]=[C:18]2[C:14]([CH:15]=[CH:16][NH:17]2)=[CH:13][C:12]=1[OH:20])[CH3:6].Cl[C:22]1[CH:27]=[CH:26][N:25]=[C:24]([NH:28][C:29](=[O:31])[CH3:30])[CH:23]=1.CC(C)([O-])C.[K+], predict the reaction product. The product is: [CH2:5]([O:7][CH2:8][CH2:9][O:10][C:11]1[CH:19]=[C:18]2[C:14]([CH:15]=[CH:16][NH:17]2)=[CH:13][C:12]=1[O:20][C:22]1[CH:27]=[CH:26][N:25]=[C:24]([NH:28][C:29](=[O:31])[CH3:30])[CH:23]=1)[CH3:6]. (8) Given the reactants CC(C)([O-])C.[K+].C(O)(C)(C)C.[C:12]([C:15]1([O:19][CH2:20][C:21]([O:23]C)=O)[CH2:18][O:17][CH2:16]1)(=[O:14])[CH3:13], predict the reaction product. The product is: [CH2:18]1[C:15]2([C:12](=[O:14])[CH2:13][C:21](=[O:23])[CH2:20][O:19]2)[CH2:16][O:17]1. (9) The product is: [Cl:32][C:29]1[CH:30]=[CH:31][C:26]([NH:1][CH2:2][C@@H:3]2[C@H:8]([CH3:9])[CH2:7][CH2:6][CH2:5][N:4]2[C:10]([C:12]2[CH:17]=[C:16]([CH3:18])[CH:15]=[CH:14][C:13]=2[N:19]2[CH:23]=[CH:22][C:21]([CH3:24])=[N:20]2)=[O:11])=[N:27][CH:28]=1. Given the reactants [NH2:1][CH2:2][C@@H:3]1[C@H:8]([CH3:9])[CH2:7][CH2:6][CH2:5][N:4]1[C:10]([C:12]1[CH:17]=[C:16]([CH3:18])[CH:15]=[CH:14][C:13]=1[N:19]1[CH:23]=[CH:22][C:21]([CH3:24])=[N:20]1)=[O:11].Br[C:26]1[CH:31]=[CH:30][C:29]([Cl:32])=[CH:28][N:27]=1, predict the reaction product.